This data is from Experimentally validated miRNA-target interactions with 360,000+ pairs, plus equal number of negative samples. The task is: Binary Classification. Given a miRNA mature sequence and a target amino acid sequence, predict their likelihood of interaction. (1) The miRNA is hsa-miR-5691 with sequence UUGCUCUGAGCUCCGAGAAAGC. The protein sequence of the target gene is MSDDIRKRFEFPNSLIQSQAVGHLIAAVLKENGFSEKIHQSTNQTPALNLLWEKCCSDNVVVRTACCEGLVALVAQDHAEFSYVLNGILNLIPSTRNTHGLIKAIMHLLQMQALKEGQGGEKNIQSIYTIRNHPHPLITVLEHRPDCWPVFLQQLTAFFQQCPERLEVSCIQIMAPFLWYLYCEPSQLQEYAKLRLALLKVLLQPQVLCDKDQPSILEQQILQLCCDIVPCLQVKDLIQTTEAMMFIEEVCLSLLRHPVFWKIQLTQMSLQLLCVSEVSLKITGECSSSIHLLEHSVELL.... Result: 0 (no interaction). (2) The miRNA is mmu-miR-450b-5p with sequence UUUUGCAGUAUGUUCCUGAAUA. The protein sequence of the target gene is MPRVVPDQRSKFENEEFFRKLSRECEIKYTGFRDRPHEERQTRFQNACRDGRSEIAFVATGTNLSLQFFPASWQGEQRQTPSREYVDLEREAGKVYLKAPMILNGVCVIWKGWIDLHRLDGMGCLEFDEERAQQEDALAQQAFEEARRRTREFEDRDRSHREEMEARRQQDPSPGSNLGGGDDLKLR. Result: 0 (no interaction). (3) The miRNA is hsa-miR-3129-3p with sequence AAACUAAUCUCUACACUGCUGC. The protein sequence of the target gene is MDTRTPEVPCGDLLQNAAENLLLEVEEHFQALTTTLNLRMEEMGSRIEDLQRNVDDLMTQAGIENSIKEPAT. Result: 0 (no interaction).